From a dataset of Full USPTO retrosynthesis dataset with 1.9M reactions from patents (1976-2016). Predict the reactants needed to synthesize the given product. (1) Given the product [Cl:37][C:31]1[CH:32]=[C:33]([Cl:36])[CH:34]=[CH:35][C:30]=1[O:29][C:24]1[CH:25]=[CH:26][CH:27]=[CH:28][C:23]=1[NH:22][C:21]([CH:18]1[CH2:19][CH2:20][NH:15][CH2:16][CH2:17]1)=[O:38], predict the reactants needed to synthesize it. The reactants are: FC(F)(F)C(O)=O.C(OC([N:15]1[CH2:20][CH2:19][CH:18]([C:21](=[O:38])[NH:22][C:23]2[CH:28]=[CH:27][CH:26]=[CH:25][C:24]=2[O:29][C:30]2[CH:35]=[CH:34][C:33]([Cl:36])=[CH:32][C:31]=2[Cl:37])[CH2:17][CH2:16]1)=O)(C)(C)C.C([O-])([O-])=O.[K+].[K+].O. (2) The reactants are: [H-].[Na+].[C:3]([C:6]1[C:14]2[C:9](=[N:10][C:11]([Br:17])=[CH:12][C:13]=2[O:15][CH3:16])[NH:8][CH:7]=1)(=[O:5])[CH3:4].[CH2:18]([O:20][CH2:21]Cl)[CH3:19]. Given the product [C:3]([C:6]1[C:14]2[C:9](=[N:10][C:11]([Br:17])=[CH:12][C:13]=2[O:15][CH3:16])[N:8]([CH2:21][O:20][CH2:18][CH3:19])[CH:7]=1)(=[O:5])[CH3:4], predict the reactants needed to synthesize it.